From a dataset of Full USPTO retrosynthesis dataset with 1.9M reactions from patents (1976-2016). Predict the reactants needed to synthesize the given product. (1) Given the product [CH2:18]([C:22]1[CH:27]=[CH:26][C:25]([S:28]([NH:1][C:2]2[CH:11]=[C:10]3[C:5]([CH2:6][CH2:7][NH:8][CH2:9]3)=[CH:4][CH:3]=2)(=[O:30])=[O:29])=[CH:24][CH:23]=1)[CH2:19][CH2:20][CH3:21], predict the reactants needed to synthesize it. The reactants are: [NH2:1][C:2]1[CH:11]=[C:10]2[C:5]([CH2:6][CH2:7][N:8](C(=O)C(F)(F)F)[CH2:9]2)=[CH:4][CH:3]=1.[CH2:18]([C:22]1[CH:27]=[CH:26][C:25]([S:28](Cl)(=[O:30])=[O:29])=[CH:24][CH:23]=1)[CH2:19][CH2:20][CH3:21]. (2) Given the product [CH2:22]([C:21]([C:3]1[C:4]2[C:9](=[C:8]([NH:10][C:11](=[O:13])[CH3:12])[CH:7]=[CH:6][CH:5]=2)[NH:1][CH:2]=1)([C:18]1[CH:19]=[CH:20][CH:15]=[CH:16][CH:17]=1)[CH2:24][CH3:25])[CH3:23], predict the reactants needed to synthesize it. The reactants are: [NH:1]1[C:9]2[C:4](=[CH:5][CH:6]=[CH:7][C:8]=2[NH:10][C:11](=[O:13])[CH3:12])[CH:3]=[CH:2]1.F[C:15]1[CH:20]=[CH:19][C:18]([C:21](O)([CH2:24][CH3:25])[CH2:22][CH3:23])=[CH:17][CH:16]=1.FC(F)(F)C(O)=O.C(=O)(O)[O-].[Na+]. (3) Given the product [C:6]([C:8]([NH2:12])([OH:11])[CH2:9][CH3:10])([O:5][C:1]([CH3:2])([CH3:4])[CH3:3])=[O:7].[CH3:18][C:19]([NH:21][C:22]1[CH:27]=[CH:26][C:25]([CH2:28][C:29]([OH:31])=[O:30])=[CH:24][CH:23]=1)=[O:20], predict the reactants needed to synthesize it. The reactants are: [C:1]([O:5][C:6]([C:8]([NH2:12])([OH:11])[CH2:9][CH3:10])=[O:7])([CH3:4])([CH3:3])[CH3:2].CN(C=O)C.[CH3:18][C:19]([NH:21][C:22]1[CH:23]=[CH:24][C:25]([CH2:28][C:29]([OH:31])=[O:30])=[CH:26][CH:27]=1)=[O:20].CCN=C=NCCCN(C)C.Cl. (4) Given the product [NH2:15][C:12]1[CH:13]=[CH:14][C:9]([OH:8])=[CH:10][C:11]=1[O:18][CH3:19], predict the reactants needed to synthesize it. The reactants are: C([O:8][C:9]1[CH:14]=[CH:13][C:12]([N+:15]([O-])=O)=[C:11]([O:18][CH3:19])[CH:10]=1)C1C=CC=CC=1.[H][H]. (5) Given the product [CH2:1]([O:3][C:4]([C:6]1[C:7](=[O:30])[C:8]2[CH:13]=[C:12]([CH2:35][C:34]3[CH:37]=[CH:38][CH:39]=[C:40]([Cl:41])[C:33]=3[F:32])[N:11]=[N:10][C:9]=2[N:15]([C@H:17]([C:21]([CH3:29])([CH3:28])[O:22][SiH2:23][C:24]([CH3:25])([CH3:26])[CH3:27])[CH:18]([CH3:19])[CH3:20])[CH:16]=1)=[O:5])[CH3:2], predict the reactants needed to synthesize it. The reactants are: [CH2:1]([O:3][C:4]([C:6]1[C:7](=[O:30])[C:8]2[CH:13]=[C:12](Cl)[N:11]=[N:10][C:9]=2[N:15]([C@H:17]([C:21]([CH3:29])([CH3:28])[O:22][SiH2:23][C:24]([CH3:27])([CH3:26])[CH3:25])[CH:18]([CH3:20])[CH3:19])[CH:16]=1)=[O:5])[CH3:2].[Br-].[F:32][C:33]1[C:40]([Cl:41])=[CH:39][CH:38]=[CH:37][C:34]=1[CH2:35][Zn+].Cl. (6) Given the product [Cl:19][C:20]1[CH:21]=[C:22]([CH:23]=[C:24]([Cl:26])[CH:25]=1)[O:27][C:2]1[N:7]=[C:6]([O:8][C:9]2[CH:14]=[C:13]([C:15]#[N:16])[CH:12]=[C:11]([CH:10]=2)[C:17]#[N:18])[CH:5]=[CH:4][N:3]=1, predict the reactants needed to synthesize it. The reactants are: Cl[C:2]1[N:7]=[C:6]([O:8][C:9]2[CH:14]=[C:13]([C:15]#[N:16])[CH:12]=[C:11]([C:17]#[N:18])[CH:10]=2)[CH:5]=[CH:4][N:3]=1.[Cl:19][C:20]1[CH:21]=[C:22]([OH:27])[CH:23]=[C:24]([Cl:26])[CH:25]=1.C(=O)([O-])[O-].[K+].[K+]. (7) Given the product [C:10]([O:9][C:7]([N:5]1[CH2:6][C:2](=[CH2:1])[CH2:3][C@H:4]1[C:14]([OH:16])=[O:15])=[O:8])([CH3:13])([CH3:11])[CH3:12], predict the reactants needed to synthesize it. The reactants are: [CH2:1]=[C:2]1[CH2:6][N:5]([C:7]([O:9][C:10]([CH3:13])([CH3:12])[CH3:11])=[O:8])[C@H:4]([C:14]([O:16]C)=[O:15])[CH2:3]1.C(O)C.O[Li].O.